From a dataset of Full USPTO retrosynthesis dataset with 1.9M reactions from patents (1976-2016). Predict the reactants needed to synthesize the given product. (1) Given the product [C:1]([O:5][C:6]([C:8]1[C:9]([C:14]2[CH:19]=[CH:18][C:17]([CH2:20][N:21]3[C:25]([CH:26]=[O:37])=[C:24]([CH:29]=[CH2:30])[N:23]=[C:22]3[O:31][CH2:32][CH2:33][CH3:34])=[C:16]([F:35])[CH:15]=2)=[CH:10][CH:11]=[CH:12][CH:13]=1)=[O:7])([CH3:3])([CH3:2])[CH3:4], predict the reactants needed to synthesize it. The reactants are: [C:1]([O:5][C:6]([C:8]1[C:9]([C:14]2[CH:19]=[CH:18][C:17]([CH2:20][N:21]3[C:25]([CH:26]=NO)=[C:24]([CH:29]=[CH2:30])[N:23]=[C:22]3[O:31][CH2:32][CH2:33][CH3:34])=[C:16]([F:35])[CH:15]=2)=[CH:10][CH:11]=[CH:12][CH:13]=1)=[O:7])([CH3:4])([CH3:3])[CH3:2].S(=O)(=O)(O)[OH:37].C.O. (2) Given the product [C:1]([N:4]1[CH:10]([CH3:11])[CH2:9][C:8]2[CH:12]=[CH:13][C:14]([Cl:16])=[CH:15][C:7]=2[C:6]([C:17]2[CH:22]=[CH:21][C:20]([NH2:23])=[C:19]([Cl:26])[CH:18]=2)=[N:5]1)(=[O:3])[CH3:2], predict the reactants needed to synthesize it. The reactants are: [C:1]([N:4]1[CH:10]([CH3:11])[CH2:9][C:8]2[CH:12]=[CH:13][C:14]([Cl:16])=[CH:15][C:7]=2[C:6]([C:17]2[CH:22]=[CH:21][C:20]([N+:23]([O-])=O)=[C:19]([Cl:26])[CH:18]=2)=[N:5]1)(=[O:3])[CH3:2].O.NN. (3) Given the product [OH:1][C@H:2]1[CH2:7][CH2:6][CH2:5][CH2:4][C@@H:3]1[NH:8][C:9]([C:11]1[C:15]2=[N:16][CH:17]=[CH:18][C:19]([CH3:20])=[C:14]2[N:13]([CH2:22][C:23]2[CH:28]=[CH:27][C:26]([O:29][CH3:30])=[C:25]([CH3:31])[CH:24]=2)[CH:12]=1)=[O:10], predict the reactants needed to synthesize it. The reactants are: [OH:1][C@H:2]1[CH2:7][CH2:6][CH2:5][CH2:4][C@@H:3]1[NH:8][C:9]([C:11]1[C:15]2=[N:16][CH:17]=[CH:18][C:19]([CH3:20])=[C:14]2[NH:13][CH:12]=1)=[O:10].Cl[CH2:22][C:23]1[CH:28]=[CH:27][C:26]([O:29][CH3:30])=[C:25]([CH3:31])[CH:24]=1.C(=O)([O-])[O-].[Cs+].[Cs+]. (4) Given the product [ClH:43].[F:37][C:19]1[CH:18]=[C:17]([N:11]2[C:12]([CH3:15])([CH3:16])[C:13](=[O:14])[N:9]([C:6]3[CH:7]=[CH:8][C:3]([C:1]#[N:2])=[C:4]([C:39]([F:42])([F:40])[F:41])[CH:5]=3)[C:10]2=[S:38])[CH:36]=[CH:35][C:20]=1[O:21][CH:22]1[CH:26]([OH:27])[CH2:25][NH:24][CH2:23]1, predict the reactants needed to synthesize it. The reactants are: [C:1]([C:3]1[CH:8]=[CH:7][C:6]([N:9]2[C:13](=[O:14])[C:12]([CH3:16])([CH3:15])[N:11]([C:17]3[CH:36]=[CH:35][C:20]([O:21][CH:22]4[CH:26]([OH:27])[CH2:25][N:24](C(OC(C)(C)C)=O)[CH2:23]4)=[C:19]([F:37])[CH:18]=3)[C:10]2=[S:38])=[CH:5][C:4]=1[C:39]([F:42])([F:41])[F:40])#[N:2].[ClH:43].